Dataset: Forward reaction prediction with 1.9M reactions from USPTO patents (1976-2016). Task: Predict the product of the given reaction. (1) Given the reactants CO[C:3]1[CH:4]=[C:5]([CH:8]=[CH:9][C:10]=1[N+:11]([O-])=O)[C:6]#[N:7].[CH:14]1([NH2:19])[CH2:18][CH2:17][CH2:16][CH2:15]1, predict the reaction product. The product is: [NH2:11][C:10]1[CH:9]=[CH:8][C:5]([C:6]#[N:7])=[CH:4][C:3]=1[NH:19][CH:14]1[CH2:18][CH2:17][CH2:16][CH2:15]1. (2) Given the reactants [Br:1][C:2]1[CH:7]=[CH:6][CH:5]=[C:4]([N+:8]([O-:10])=[O:9])[C:3]=1Cl.[CH3:12][NH2:13], predict the reaction product. The product is: [Br:1][C:2]1[CH:7]=[CH:6][CH:5]=[C:4]([N+:8]([O-:10])=[O:9])[C:3]=1[NH:13][CH3:12]. (3) Given the reactants [CH3:1][C:2]1[C:6]2[CH:7]=[C:8]([C:11](=O)[CH2:12][C:13]([O:15]CC)=O)[CH:9]=[CH:10][C:5]=2[O:4][CH:3]=1.CC1C=CC(S(O)(=O)=O)=CC=1.[N:30]1[CH:35]=[CH:34][CH:33]=[CH:32][C:31]=1[C:36]1[C:37]([NH2:42])=[N:38][NH:39][C:40]=1[NH2:41], predict the reaction product. The product is: [NH2:42][C:37]1[C:36]([C:31]2[CH:32]=[CH:33][CH:34]=[CH:35][N:30]=2)=[C:40]2[NH:41][C:11]([C:8]3[CH:9]=[CH:10][C:5]4[O:4][CH:3]=[C:2]([CH3:1])[C:6]=4[CH:7]=3)=[CH:12][C:13](=[O:15])[N:39]2[N:38]=1.